This data is from Reaction yield outcomes from USPTO patents with 853,638 reactions. The task is: Predict the reaction yield, written as a fraction of the theoretical maximum amount of product (1.0 means a 100% yield; for example, 0.34 means a 34% yield). (1) The reactants are C([O:3][C:4](=[O:14])[C@H:5]([CH:11]([CH3:13])[CH3:12])[NH:6][CH2:7][CH:8]([OH:10])[CH3:9])C.C(O)C. No catalyst specified. The product is [OH:10][CH:8]([CH3:9])[CH2:7][NH:6][C@H:5]([C:4]([OH:14])=[O:3])[CH:11]([CH3:12])[CH3:13]. The yield is 0.340. (2) The yield is 0.571. The catalyst is COC.C1C=CC(P(C2C=CC=CC=2)[C-]2C=CC=C2)=CC=1.C1C=CC(P(C2C=CC=CC=2)[C-]2C=CC=C2)=CC=1.Cl[Pd]Cl.[Fe+2]. The reactants are Br[C:2]1[C:3]([O:12][CH2:13]C)=[C:4]([N+:9]([O-:11])=[O:10])[CH:5]=[C:6]([CH3:8])[CH:7]=1.[CH3:15][C:16]1([CH3:32])[C:20]([CH3:22])([CH3:21])[O:19][B:18]([B:18]2[O:19][C:20]([CH3:22])([CH3:21])[C:16]([CH3:32])([CH3:15])[O:17]2)[O:17]1.C([O-])(=O)C.[K+]. The product is [CH3:13][O:12][C:3]1[C:4]([N+:9]([O-:11])=[O:10])=[CH:5][C:6]([CH3:8])=[CH:7][C:2]=1[B:18]1[O:19][C:20]([CH3:22])([CH3:21])[C:16]([CH3:32])([CH3:15])[O:17]1.